From a dataset of Forward reaction prediction with 1.9M reactions from USPTO patents (1976-2016). Predict the product of the given reaction. (1) Given the reactants [N:1]12[CH2:8][CH2:7][CH:4]([CH2:5][CH2:6]1)[CH:3]([O:9][C:10](=[O:19])[NH:11][C:12]1[CH:17]=[CH:16][CH:15]=[C:14](Br)[CH:13]=1)[CH2:2]2.[CH2:20]([C:22]1[CH:27]=[CH:26][CH:25]=[CH:24][C:23]=1B(O)O)[CH3:21], predict the reaction product. The product is: [N:1]12[CH2:8][CH2:7][CH:4]([CH2:5][CH2:6]1)[CH:3]([O:9][C:10](=[O:19])[NH:11][C:12]1[CH:13]=[C:14]([C:23]3[CH:24]=[CH:25][CH:26]=[CH:27][C:22]=3[CH2:20][CH3:21])[CH:15]=[CH:16][CH:17]=1)[CH2:2]2. (2) Given the reactants [Cl:1][C:2]1[N:3]=[C:4]([N:21]2[CH2:26][CH2:25][O:24][CH2:23][CH2:22]2)[C:5]2[N:11]=[CH:10][C:9]([CH2:12][N:13]3[CH:17]=C(COC)N=N3)=[CH:8][C:6]=2[N:7]=1.N1C[CH2:31][O:30][CH2:29][CH2:28]1.C(N(CC)CC)C.C([O-])(O)=O.[Na+], predict the reaction product. The product is: [Cl:1][C:2]1[N:3]=[C:4]([N:21]2[CH2:26][CH2:25][O:24][CH2:23][CH2:22]2)[C:5]2[N:11]=[CH:10][C:9]([CH2:12][N:13]3[CH2:28][CH2:29][O:30][CH2:31][CH2:17]3)=[CH:8][C:6]=2[N:7]=1. (3) Given the reactants [CH3:1][O:2][C:3](=[O:26])[CH2:4][C@H:5]1[C:9]2[CH:10]=[CH:11][C:12]([O:14][C@H:15]3[C:23]4[C:18](=[C:19]([OH:25])[CH:20]=[CH:21][C:22]=4[F:24])[CH2:17][CH2:16]3)=[CH:13][C:8]=2[O:7][CH2:6]1.[CH3:27][N:28]1[C:32]2[CH:33]=[CH:34][C:35](B(O)O)=[CH:36][C:31]=2[N:30]=[CH:29]1, predict the reaction product. The product is: [CH3:1][O:2][C:3](=[O:26])[CH2:4][C@H:5]1[C:9]2[CH:10]=[CH:11][C:12]([O:14][C@H:15]3[C:23]4[C:18](=[C:19]([O:25][C:35]5[CH:34]=[CH:33][C:32]6[N:28]([CH3:27])[CH:29]=[N:30][C:31]=6[CH:36]=5)[CH:20]=[CH:21][C:22]=4[F:24])[CH2:17][CH2:16]3)=[CH:13][C:8]=2[O:7][CH2:6]1. (4) Given the reactants [CH3:1][O:2][CH2:3][CH2:4][O:5][C:6]1[CH:11]=[CH:10][N:9]2[C:12]([C:15]([OH:17])=O)=[CH:13][N:14]=[C:8]2[CH:7]=1.C(Cl)(=O)C(Cl)=O.[F:24][C:25]1[CH:41]=[C:40]([F:42])[CH:39]=[CH:38][C:26]=1[CH2:27][N:28]1[C:36]2[CH:35]=[CH:34][CH:33]=[C:32]([NH2:37])[C:31]=2[CH:30]=[N:29]1.C(N(C(C)C)CC)(C)C, predict the reaction product. The product is: [F:24][C:25]1[CH:41]=[C:40]([F:42])[CH:39]=[CH:38][C:26]=1[CH2:27][N:28]1[C:36]2[C:31](=[C:32]([NH:37][C:15]([C:12]3[N:9]4[CH:10]=[CH:11][C:6]([O:5][CH2:4][CH2:3][O:2][CH3:1])=[CH:7][C:8]4=[N:14][CH:13]=3)=[O:17])[CH:33]=[CH:34][CH:35]=2)[CH:30]=[N:29]1. (5) Given the reactants [Cl:1][CH2:2][C:3]1[CH:4]=[C:5]([CH:9]=[CH:10][N:11]=1)[C:6]([OH:8])=O.CN(C(ON1N=NC2C=CC=NC1=2)=[N+](C)C)C.F[P-](F)(F)(F)(F)F.[CH3:36][O:37][C:38]1[C:43]2[N:44]=[C:45]([NH2:47])[O:46][C:42]=2[C:41]([CH:48]2[CH2:53][CH2:52][O:51][CH2:50][CH2:49]2)=[CH:40][CH:39]=1, predict the reaction product. The product is: [Cl:1][CH2:2][C:3]1[CH:4]=[C:5]([CH:9]=[CH:10][N:11]=1)[C:6]([NH:47][C:45]1[O:46][C:42]2[C:41]([CH:48]3[CH2:49][CH2:50][O:51][CH2:52][CH2:53]3)=[CH:40][CH:39]=[C:38]([O:37][CH3:36])[C:43]=2[N:44]=1)=[O:8].